This data is from Forward reaction prediction with 1.9M reactions from USPTO patents (1976-2016). The task is: Predict the product of the given reaction. (1) Given the reactants [Cl:1][C:2]1[N:7]=[C:6]([C:8]#[N:9])[CH:5]=[CH:4][CH:3]=1.[CH2:10]([Mg]Br)[CH3:11], predict the reaction product. The product is: [Cl:1][C:2]1[N:7]=[C:6]([C:8]2([NH2:9])[CH2:11][CH2:10]2)[CH:5]=[CH:4][CH:3]=1. (2) The product is: [CH2:20]([N:22]([CH2:23][CH3:24])[C:2]1[N:7]=[N:6][C:5]([C:8]2[CH:13]=[CH:12][CH:11]=[CH:10][CH:9]=2)=[C:4]([C:14]2[CH:19]=[CH:18][N:17]=[CH:16][CH:15]=2)[CH:3]=1)[CH3:21]. Given the reactants Cl[C:2]1[N:7]=[N:6][C:5]([C:8]2[CH:13]=[CH:12][CH:11]=[CH:10][CH:9]=2)=[C:4]([C:14]2[CH:19]=[CH:18][N:17]=[CH:16][CH:15]=2)[CH:3]=1.[CH2:20]([NH:22][CH2:23][CH3:24])[CH3:21].C(OCC)(=O)C.CCCCCC, predict the reaction product. (3) Given the reactants [O-:1][CH2:2][CH3:3].CN(P(=N[P+](N=P(N(C)C)(N(C)C)N(C)C)(N=P(N(C)C)(N(C)C)N(C)C)N=[PH2]N(CC[CH2:29][CH2:30][CH2:31][CH2:32][CH2:33][CH3:34])CCCCCCCC)(N(C)C)N(C)C)C, predict the reaction product. The product is: [CH2:2]([O:1][C:29]1[CH:30]=[CH:31][CH:32]=[CH:33][CH:34]=1)[CH3:3]. (4) The product is: [CH3:19][C:13]1([C:11]([C:10]2[C:4]3[C:5](=[N:6][CH:7]=[C:2]([C:29]4[CH:28]=[CH:27][C:26]([N:20]5[CH2:21][CH2:22][O:23][CH2:24][CH2:25]5)=[CH:31][CH:30]=4)[N:3]=3)[NH:8][CH:9]=2)=[O:12])[CH2:18][CH2:17][CH2:16][CH2:15][CH2:14]1. Given the reactants Br[C:2]1[N:3]=[C:4]2[C:10]([C:11]([C:13]3([CH3:19])[CH2:18][CH2:17][CH2:16][CH2:15][CH2:14]3)=[O:12])=[CH:9][NH:8][C:5]2=[N:6][CH:7]=1.[N:20]1([C:26]2[CH:31]=[CH:30][C:29](B(O)O)=[CH:28][CH:27]=2)[CH2:25][CH2:24][O:23][CH2:22][CH2:21]1, predict the reaction product. (5) Given the reactants [CH3:1][O:2][C:3]1[C:8]2[O:9][CH2:10][CH2:11][O:12][C:7]=2[C:6]([C:13]2[CH2:18][CH2:17][CH:16]([C:19]#N)[CH2:15][CH:14]=2)=[CH:5][CH:4]=1.[OH-:21].[Na+].[OH2:23].Cl, predict the reaction product. The product is: [CH3:1][O:2][C:3]1[C:8]2[O:9][CH2:10][CH2:11][O:12][C:7]=2[C:6]([C:13]2[CH2:18][CH2:17][CH:16]([C:19]([OH:23])=[O:21])[CH2:15][CH:14]=2)=[CH:5][CH:4]=1.